From a dataset of Forward reaction prediction with 1.9M reactions from USPTO patents (1976-2016). Predict the product of the given reaction. Given the reactants [Cl:1][C:2]1[CH:7]=[CH:6][C:5]([C:8]2[S:12][C:11]([NH:13][C:14](=[O:32])[CH2:15][CH2:16][CH2:17][NH:18][C@H:19]([C:24]([O:26][CH:27]3[CH2:31]CC[CH2:28]3)=[O:25])[CH2:20][CH:21]([CH3:23])[CH3:22])=[N:10][C:9]=2[CH3:33])=[CH:4][C:3]=1[S:34]([CH3:37])(=[O:36])=[O:35].Cl.[CH3:39]COCC, predict the reaction product. The product is: [Cl:1][C:2]1[CH:7]=[CH:6][C:5]([C:8]2[S:12][C:11]([NH:13][C:14](=[O:32])[CH2:15][CH2:16][CH2:17][NH:18][C@H:19]([C:24]([O:26][C:27]([CH3:31])([CH3:28])[CH3:39])=[O:25])[CH2:20][CH:21]([CH3:22])[CH3:23])=[N:10][C:9]=2[CH3:33])=[CH:4][C:3]=1[S:34]([CH3:37])(=[O:35])=[O:36].